Dataset: Reaction yield outcomes from USPTO patents with 853,638 reactions. Task: Predict the reaction yield, written as a fraction of the theoretical maximum amount of product (1.0 means a 100% yield; for example, 0.34 means a 34% yield). (1) The reactants are [NH2:1][C:2]1[C:3]([NH:12][CH2:13][CH:14]([O:17][CH3:18])[O:15][CH3:16])=[C:4]([CH:9]=[CH:10][CH:11]=1)[C:5]([O:7][CH3:8])=[O:6].OOS([O-])=O.[K+].[CH:25](=O)[CH:26]([CH3:28])[CH3:27]. The catalyst is CN(C=O)C.O. The product is [CH3:16][O:15][CH:14]([O:17][CH3:18])[CH2:13][N:12]1[C:3]2[C:4]([C:5]([O:7][CH3:8])=[O:6])=[CH:9][CH:10]=[CH:11][C:2]=2[N:1]=[C:25]1[CH:26]([CH3:28])[CH3:27]. The yield is 0.850. (2) The reactants are [Cl:1][C:2]1[CH:7]=[CH:6][C:5]([S:8]([N:11]([CH2:17][CH3:18])[C:12](=[CH2:16])[C:13]([OH:15])=O)(=[O:10])=[O:9])=[CH:4][CH:3]=1.CCOC(OC(OCC)=O)=O.[O:30]1[CH2:35][CH2:34][N:33]([C:36]2[CH:41]=[C:40]([CH2:42][NH2:43])[CH:39]=[C:38]([C:44]3[CH:49]=[CH:48][C:47]([O:50][C:51]([F:54])([F:53])[F:52])=[CH:46][CH:45]=3)[N:37]=2)[CH2:32][CH2:31]1. The catalyst is C1COCC1. The product is [Cl:1][C:2]1[CH:3]=[CH:4][C:5]([S:8]([N:11]([CH2:17][CH3:18])[C:12](=[CH2:16])[C:13]([NH:43][CH2:42][C:40]2[CH:39]=[C:38]([C:44]3[CH:49]=[CH:48][C:47]([O:50][C:51]([F:54])([F:52])[F:53])=[CH:46][CH:45]=3)[N:37]=[C:36]([N:33]3[CH2:32][CH2:31][O:30][CH2:35][CH2:34]3)[CH:41]=2)=[O:15])(=[O:9])=[O:10])=[CH:6][CH:7]=1. The yield is 0.220.